From a dataset of Reaction yield outcomes from USPTO patents with 853,638 reactions. Predict the reaction yield, written as a fraction of the theoretical maximum amount of product (1.0 means a 100% yield; for example, 0.34 means a 34% yield). (1) The reactants are [F:1][C:2]1[C:7]([F:8])=[CH:6][CH:5]=[CH:4][C:3]=1B(O)O.[OH:12]O. The catalyst is ClCCl. The product is [F:1][C:2]1[C:7]([F:8])=[CH:6][CH:5]=[CH:4][C:3]=1[OH:12]. The yield is 0.930. (2) The reactants are [Cl:1][C:2]1[C:7]([C:8]2[C:13]([F:14])=[CH:12][C:11]([F:15])=[CH:10][C:9]=2[F:16])=[C:6](Cl)[N:5]=[C:4]([C:18]2[CH:23]=[N:22][CH:21]=[CH:20][N:19]=2)[N:3]=1.[F:24][C:25]([F:30])([F:29])[C@@H:26]([NH2:28])[CH3:27]. The product is [Cl:1][C:2]1[N:3]=[C:4]([C:18]2[CH:23]=[N:22][CH:21]=[CH:20][N:19]=2)[N:5]=[C:6]([NH:28][C@@H:26]([CH3:27])[C:25]([F:30])([F:29])[F:24])[C:7]=1[C:8]1[C:9]([F:16])=[CH:10][C:11]([F:15])=[CH:12][C:13]=1[F:14]. The yield is 0.840. The catalyst is CN1CCCC1=O.CC(O)C.O. (3) The reactants are [Br:1][C:2]1[CH:7]=[CH:6][C:5]2[O:8][CH2:9][O:10][C:4]=2[CH:3]=1.[C:11]12(O)[CH2:20][CH:15]3[CH2:16][CH:17]([CH2:19][CH:13]([CH2:14]3)[CH2:12]1)[CH2:18]2.CS(O)(=O)=O. No catalyst specified. The product is [C:11]12([C:6]3[C:5]4[O:8][CH2:9][O:10][C:4]=4[CH:3]=[C:2]([Br:1])[CH:7]=3)[CH2:20][CH:15]3[CH2:16][CH:17]([CH2:19][CH:13]([CH2:14]3)[CH2:12]1)[CH2:18]2. The yield is 0.860. (4) The reactants are [OH:1][C:2]([C:25]1[N:26]=[N:27][N:28]([CH2:30][O:31][CH2:32][CH2:33][Si:34]([CH3:37])([CH3:36])[CH3:35])[CH:29]=1)([CH3:24])[C:3]#[C:4][C:5]1[CH:6]=[C:7]([N:11]2[C:19]3[C:14](=[CH:15][CH:16]=[CH:17][CH:18]=3)[C:13]([C:20]([O:22]C)=O)=[N:12]2)[CH:8]=[CH:9][CH:10]=1.[NH3:38]. No catalyst specified. The product is [OH:1][C:2]([C:25]1[N:26]=[N:27][N:28]([CH2:30][O:31][CH2:32][CH2:33][Si:34]([CH3:37])([CH3:35])[CH3:36])[CH:29]=1)([CH3:24])[C:3]#[C:4][C:5]1[CH:6]=[C:7]([N:11]2[C:19]3[C:14](=[CH:15][CH:16]=[CH:17][CH:18]=3)[C:13]([C:20]([NH2:38])=[O:22])=[N:12]2)[CH:8]=[CH:9][CH:10]=1. The yield is 0.640. (5) The reactants are [F:1][C:2]1[CH:19]=[CH:18][C:5](/[CH:6]=[N:7]/[C:8]2[CH:16]=[CH:15][CH:14]=[C:13]3[C:9]=2[CH2:10][O:11][C:12]3=[O:17])=[CH:4][CH:3]=1.[CH3:20][N:21]1[C:25]([CH3:26])=[N:24][N:23]=[C:22]1[CH:27]=O.[O-:29][CH2:30][CH3:31].[Na+].C(O)C. The catalyst is C(OCC)(=O)CC.C(OCC)(=O)C.CO. The product is [CH3:20][N:21]1[C:25]([CH3:26])=[N:24][N:23]=[C:22]1[CH:27]1[C:30](=[O:29])[C:31]2[C:13]([C:12]([O:11][CH2:10][CH3:9])=[O:17])=[CH:14][CH:15]=[CH:16][C:8]=2[NH:7][CH:6]1[C:5]1[CH:18]=[CH:19][C:2]([F:1])=[CH:3][CH:4]=1. The yield is 0.210. (6) The product is [CH3:1][O:2][C:3](=[O:17])[CH2:4][CH2:5][C:6]([N:8]1[CH2:12][C@H:11]([O:13][S:25]([C:28]2[CH:34]=[CH:33][C:31]([CH3:32])=[CH:30][CH:29]=2)(=[O:27])=[O:26])[C@@H:10]([N:14]=[N+:15]=[N-:16])[CH2:9]1)=[O:7]. The yield is 0.640. The catalyst is ClCCl.CN(C1C=CN=CC=1)C. The reactants are [CH3:1][O:2][C:3](=[O:17])[CH2:4][CH2:5][C:6]([N:8]1[CH2:12][C@H:11]([OH:13])[C@@H:10]([N:14]=[N+:15]=[N-:16])[CH2:9]1)=[O:7].C(N(CC)CC)C.[S:25](Cl)([C:28]1[CH:34]=[CH:33][C:31]([CH3:32])=[CH:30][CH:29]=1)(=[O:27])=[O:26].